Dataset: Reaction yield outcomes from USPTO patents with 853,638 reactions. Task: Predict the reaction yield, written as a fraction of the theoretical maximum amount of product (1.0 means a 100% yield; for example, 0.34 means a 34% yield). (1) The reactants are C1(P(=O)(C2C=CC=CC=2)C2C=CC=CC=2)C=CC=CC=1.FC(F)(F)C(OC(=O)C(F)(F)F)=O.C([S:41][CH:42]([CH:64]([O:67][CH3:68])[O:65][CH3:66])[CH2:43][NH:44][C:45]([C:47]1[NH:48][C:49]2[C:54]([CH:55]=1)=[CH:53][C:52]([O:56][CH2:57][CH2:58][O:59][CH3:60])=[CH:51][C:50]=2[N+:61]([O-:63])=[O:62])=O)C1C=CC=CC=1.C1(SC)C=CC=CC=1. The yield is 0.970. The catalyst is ClCCl.CCCCCC.C(OCC)(=O)C.O. The product is [CH3:66][O:65][CH:64]([O:67][CH3:68])[CH:42]1[S:41][C:45]([C:47]2[NH:48][C:49]3[C:54]([CH:55]=2)=[CH:53][C:52]([O:56][CH2:57][CH2:58][O:59][CH3:60])=[CH:51][C:50]=3[N+:61]([O-:63])=[O:62])=[N:44][CH2:43]1. (2) The reactants are COC1C=CC(C[NH:8][C:9]2[C:18]3[C:13](=[CH:14][CH:15]=[CH:16][CH:17]=3)[NH:12][C:11](=[O:19])[C:10]=2[C:20]([O:22][CH3:23])=[O:21])=CC=1. The catalyst is C(O)(C(F)(F)F)=O. The product is [NH2:8][C:9]1[C:18]2[C:13](=[CH:14][CH:15]=[CH:16][CH:17]=2)[NH:12][C:11](=[O:19])[C:10]=1[C:20]([O:22][CH3:23])=[O:21]. The yield is 0.420.